Dataset: Experimentally validated miRNA-target interactions with 360,000+ pairs, plus equal number of negative samples. Task: Binary Classification. Given a miRNA mature sequence and a target amino acid sequence, predict their likelihood of interaction. (1) Result: 0 (no interaction). The miRNA is hsa-miR-6763-5p with sequence CUGGGGAGUGGCUGGGGAG. The protein sequence of the target gene is MEAVATATAAKEPDKGCIEPGPGHWGELSRTPVPSKPQDKVEAAEATPVALDSDTSGAENAAVSAMLHAVAASRLPVCSQQQGEPDLTEHEKVAILAQLYHEKPLVFLERFRTGLREEHLACFGHVRGDHRADFYCAEVARQGTARPRTLRTRLRNRRYAALRELIQGGEYFSDEQMRFRAPLLYEQYIGQYLTQEELSARTPTHQPPKPGSPGRPACPLSNLLLQSYEERELQQRLLQQQEEEEACLEEEEEEEDSDEEDQRSGKDSEAWVPDSEERLILREEFTSRMHQRFLDGKDGD.... (2) The miRNA is hsa-miR-6810-3p with sequence UCCCCUGCUCCCUUGUUCCCCAG. The protein sequence of the target gene is MARPDPSAPPSLLLLLLAQLVGRAAAASKAPVCQEITVPMCRGIGYNLTHMPNQFNHDTQDEAGLEVHQFWPLVEIHCSPDLRFFLCSMYTPICLPDYHKPLPPCRSVCERAKAGCSPLMRQYGFAWPERMSCDRLPVLGGDAEVLCMDYNRSEATTASPKSFPAKPTLPGPPGAPSSGGECPSGGPSVCTCREPFVPILKESHPLYNKVRTGQVPNCAVPCYQPSFSPDERTFATFWIGLWSVLCFISTSTTVATFLIDMERFRYPERPIIFLSACYLCVSLGFLVRLVVGHASVACSR.... Result: 0 (no interaction).